Dataset: Reaction yield outcomes from USPTO patents with 853,638 reactions. Task: Predict the reaction yield, written as a fraction of the theoretical maximum amount of product (1.0 means a 100% yield; for example, 0.34 means a 34% yield). (1) The reactants are [CH2:1]1[C:11]2[C:12]3[C:3](=[CH:4][CH:5]=[C:6]4[C:16](=[O:17])[O:15][C:13](=[O:14])[C:8](=[CH:9][CH:10]=2)[C:7]4=3)[CH2:2]1.[CH:18]1([NH2:24])[CH2:23][CH2:22][CH2:21][CH2:20][CH2:19]1.O. The catalyst is CC(N(C)C)=O. The product is [CH:18]1([N:24]=[C:16]([C:6]2[C:7]3=[C:12]4[C:3]([CH2:2][CH2:1][C:11]4=[CH:10][CH:9]=[C:8]3[C:13]([OH:15])=[O:14])=[CH:4][CH:5]=2)[OH:17])[CH2:23][CH2:22][CH2:21][CH2:20][CH2:19]1. The yield is 0.985. (2) The product is [CH3:1][C:2]1[CH:7]=[CH:6][C:5]([S:8]([O:11][CH2:12][CH:13]2[CH2:17][C:16]3[CH:18]=[C:19]([CH:23]([CH3:25])[CH3:24])[CH:20]=[C:21]([C:27]4[CH:32]=[CH:31][CH:30]=[CH:29][CH:28]=4)[C:15]=3[O:14]2)(=[O:10])=[O:9])=[CH:4][CH:3]=1. No catalyst specified. The yield is 0.460. The reactants are [CH3:1][C:2]1[CH:7]=[CH:6][C:5]([S:8]([O:11][CH2:12][CH:13]2[CH2:17][C:16]3[CH:18]=[C:19]([CH:23]([CH3:25])[CH3:24])[CH:20]=[C:21](Br)[C:15]=3[O:14]2)(=[O:10])=[O:9])=[CH:4][CH:3]=1.C[C:27]1[CH:32]=[CH:31][CH:30]=[CH:29][C:28]=1B(O)O.C(C1C=CC=CC=1B1OC(C)(C)C(C)(C)O1)(C)C. (3) The reactants are [NH2:1][C:2]1[N:7]=[C:6]([NH:8][C:9]2[C:10](=[O:17])[N:11]([CH3:16])[CH:12]=[C:13](Br)[CH:14]=2)[CH:5]=[CH:4][CH:3]=1.[C:18]([O:21][CH2:22][C:23]1[C:24]([N:32]2[CH2:43][CH2:42][N:41]3[C:34](=[CH:35][C:36]4[CH2:37][C:38]([CH3:45])([CH3:44])[CH2:39][C:40]=43)[C:33]2=[O:46])=[N:25][CH:26]=[CH:27][C:28]=1B(O)O)(=[O:20])[CH3:19].C([O-])(=O)C.[K+].[O-]P([O-])([O-])=O.[K+].[K+].[K+]. The catalyst is O.C1C=CC(P(C2C=CC=CC=2)[C-]2C=CC=C2)=CC=1.C1C=CC(P(C2C=CC=CC=2)[C-]2C=CC=C2)=CC=1.Cl[Pd]Cl.[Fe+2].C(#N)C. The product is [C:18]([O:21][CH2:22][C:23]1[C:24]([N:32]2[CH2:43][CH2:42][N:41]3[C:34](=[CH:35][C:36]4[CH2:37][C:38]([CH3:45])([CH3:44])[CH2:39][C:40]=43)[C:33]2=[O:46])=[N:25][CH:26]=[CH:27][C:28]=1[C:13]1[CH:14]=[C:9]([NH:8][C:6]2[CH:5]=[CH:4][CH:3]=[C:2]([NH2:1])[N:7]=2)[C:10](=[O:17])[N:11]([CH3:16])[CH:12]=1)(=[O:20])[CH3:19]. The yield is 0.310.